Regression. Given a peptide amino acid sequence and an MHC pseudo amino acid sequence, predict their binding affinity value. This is MHC class I binding data. From a dataset of Peptide-MHC class I binding affinity with 185,985 pairs from IEDB/IMGT. (1) The peptide sequence is LQRNWSYGF. The MHC is HLA-A69:01 with pseudo-sequence HLA-A69:01. The binding affinity (normalized) is 0.0847. (2) The peptide sequence is FVSSIFISFY. The MHC is HLA-A01:01 with pseudo-sequence HLA-A01:01. The binding affinity (normalized) is 0.559. (3) The peptide sequence is LEARVNLSV. The MHC is HLA-A02:03 with pseudo-sequence HLA-A02:03. The binding affinity (normalized) is 0.0847. (4) The binding affinity (normalized) is 1.00. The MHC is HLA-B07:02 with pseudo-sequence HLA-B07:02. The peptide sequence is RARRLRRAL. (5) The peptide sequence is QEVPFCSHHF. The MHC is HLA-B40:01 with pseudo-sequence HLA-B40:01. The binding affinity (normalized) is 0.215. (6) The peptide sequence is SSLRYGNVL. The MHC is BoLA-AW10 with pseudo-sequence BoLA-AW10. The binding affinity (normalized) is 0.0641.